Dataset: Retrosynthesis with 50K atom-mapped reactions and 10 reaction types from USPTO. Task: Predict the reactants needed to synthesize the given product. Given the product CN(C)CCn1cc(-c2ccc(F)c(C(F)(F)F)c2)nc1C1CCN(C(=O)OC(C)(C)C)CC1, predict the reactants needed to synthesize it. The reactants are: CC(C)(C)OC(=O)N1CCC(c2nc(-c3ccc(F)c(C(F)(F)F)c3)c[nH]2)CC1.CN(C)CCCl.